This data is from Forward reaction prediction with 1.9M reactions from USPTO patents (1976-2016). The task is: Predict the product of the given reaction. (1) Given the reactants [N:1]1[C:9]2[C:4](=[N:5][CH:6]=[CH:7][CH:8]=2)[NH:3][C:2]=1[C:10]1[CH:11]=[CH:12][C:13]([O:19][CH3:20])=[C:14]([N+:16]([O-])=O)[CH:15]=1, predict the reaction product. The product is: [N:1]1[C:9]2[C:4](=[N:5][CH:6]=[CH:7][CH:8]=2)[NH:3][C:2]=1[C:10]1[CH:11]=[CH:12][C:13]([O:19][CH3:20])=[C:14]([NH2:16])[CH:15]=1. (2) Given the reactants Br[C:2]1[C:13]([F:14])=[CH:12][C:5]([CH2:6][N:7]2[CH2:11][CH2:10][CH2:9][CH2:8]2)=[C:4]([Cl:15])[CH:3]=1.CC(C)=O.C(=O)=O.[Li]CCCC.[O:28]=[C:29]1[CH2:32][CH:31]([C:33]([OH:35])=O)[CH2:30]1.[CH2:36]([NH2:40])[CH:37]([CH3:39])[CH3:38].C(P1(=O)OP(=O)(CCC)OP(=O)(CCC)O1)CC, predict the reaction product. The product is: [CH2:36]([NH:40][C:33]([CH:31]1[CH2:30][C:29]([C:2]2[CH:3]=[C:4]([Cl:15])[C:5]([CH2:6][N:7]3[CH2:11][CH2:10][CH2:9][CH2:8]3)=[CH:12][C:13]=2[F:14])([OH:28])[CH2:32]1)=[O:35])[CH:37]([CH3:39])[CH3:38]. (3) The product is: [CH3:1][O:2][C:3](=[O:26])[CH2:4][CH:5]1[CH2:6][CH2:7][CH:8]([C:11]2[CH:12]=[CH:13][C:14]([C:28]3[CH:33]=[CH:32][C:31]([Br:34])=[CH:30][N:29]=3)=[CH:15][CH:16]=2)[CH2:9][CH2:10]1. Given the reactants [CH3:1][O:2][C:3](=[O:26])[CH2:4][CH:5]1[CH2:10][CH2:9][CH:8]([C:11]2[CH:16]=[CH:15][C:14](B3OC(C)(C)C(C)(C)O3)=[CH:13][CH:12]=2)[CH2:7][CH2:6]1.Br[C:28]1[CH:33]=[CH:32][C:31]([Br:34])=[CH:30][N:29]=1.C([O-])([O-])=O.[Na+].[Na+], predict the reaction product. (4) The product is: [Br:1][C:2]1[CH:7]=[CH:6][N:5]=[C:4]([C:8]([NH:13][NH2:14])=[O:10])[CH:3]=1. Given the reactants [Br:1][C:2]1[CH:7]=[CH:6][N:5]=[C:4]([C:8]([O:10]C)=O)[CH:3]=1.O.[NH2:13][NH2:14], predict the reaction product. (5) Given the reactants [CH:1]1([C:6]([C:8]2[C:9]([O:14][CH3:15])=[N:10][CH:11]=[CH:12][CH:13]=2)=O)[CH2:5][CH:4]=[CH:3][CH2:2]1.[OH-].[K+].NN.O, predict the reaction product. The product is: [CH:1]1([CH2:6][C:8]2[C:9]([O:14][CH3:15])=[N:10][CH:11]=[CH:12][CH:13]=2)[CH2:2][CH:3]=[CH:4][CH2:5]1.